From a dataset of Forward reaction prediction with 1.9M reactions from USPTO patents (1976-2016). Predict the product of the given reaction. (1) Given the reactants [F:1][C:2]1[CH:3]=[C:4]([NH:8][C:9](=[O:12])[NH:10][NH2:11])[CH:5]=[CH:6][CH:7]=1.[O:13]=[C:14]1[C:22](=O)[C:21]2[C:16](=[CH:17][CH:18]=[C:19]([S:24][CH2:25][CH2:26][CH2:27][C:28]3[CH:36]=[CH:35][C:31]([C:32]([OH:34])=[O:33])=[CH:30][CH:29]=3)[CH:20]=2)[N:15]1[CH2:37][CH2:38][CH2:39][CH2:40][CH3:41], predict the reaction product. The product is: [F:1][C:2]1[CH:3]=[C:4]([CH:5]=[CH:6][CH:7]=1)[NH:8][C:9]([NH:10][N:11]=[C:22]1[C:21]2[C:16](=[CH:17][CH:18]=[C:19]([S:24][CH2:25][CH2:26][CH2:27][C:28]3[CH:29]=[CH:30][C:31]([C:32]([OH:34])=[O:33])=[CH:35][CH:36]=3)[CH:20]=2)[N:15]([CH2:37][CH2:38][CH2:39][CH2:40][CH3:41])[C:14]1=[O:13])=[O:12]. (2) The product is: [Cl:1][C:2]1[CH:7]=[C:6]([O:8][CH2:27][CH2:28][CH2:29][CH2:30][C:31]([O:33][CH2:34][CH3:35])=[O:32])[CH:5]=[CH:4][C:3]=1[C:9]1[N:13]=[C:12]([C:14]2[CH:15]=[CH:16][C:17]([O:22][CH:23]([CH3:25])[CH3:24])=[C:18]([C:19]#[N:20])[CH:21]=2)[O:11][N:10]=1. Given the reactants [Cl:1][C:2]1[CH:7]=[C:6]([OH:8])[CH:5]=[CH:4][C:3]=1[C:9]1[N:13]=[C:12]([C:14]2[CH:15]=[CH:16][C:17]([O:22][CH:23]([CH3:25])[CH3:24])=[C:18]([CH:21]=2)[C:19]#[N:20])[O:11][N:10]=1.Br[CH2:27][CH2:28][CH2:29][CH2:30][C:31]([O:33][CH2:34][CH3:35])=[O:32].C(=O)([O-])[O-].[K+].[K+].O, predict the reaction product.